From a dataset of Peptide-MHC class I binding affinity with 185,985 pairs from IEDB/IMGT. Regression. Given a peptide amino acid sequence and an MHC pseudo amino acid sequence, predict their binding affinity value. This is MHC class I binding data. The peptide sequence is RQSSGSSSSGF. The MHC is HLA-A24:02 with pseudo-sequence HLA-A24:02. The binding affinity (normalized) is 0.0847.